Dataset: Forward reaction prediction with 1.9M reactions from USPTO patents (1976-2016). Task: Predict the product of the given reaction. (1) The product is: [CH3:1][N:2]1[C:10]2[C:5](=[CH:6][CH:7]=[CH:8][CH:9]=2)[C:4]([CH3:11])=[C:3]1[CH2:12][NH:23][CH3:22]. Given the reactants [CH3:1][N:2]1[C:10]2[C:5](=[CH:6][CH:7]=[CH:8][CH:9]=2)[C:4]([CH3:11])=[C:3]1[CH:12]=O.CN.CO.CC(O)=O.[C:22]([BH3-])#[N:23].[Na+], predict the reaction product. (2) Given the reactants N[CH2:2][CH2:3][CH2:4][CH2:5][C:6]([OH:8])=[O:7].C(N(CC)CC)C.[CH3:16][C:17]([O:20][C:21](ON=C(C1C=CC=CC=1)C#N)=[O:22])([CH3:19])[CH3:18], predict the reaction product. The product is: [C:17]([O:20][C:21]([CH2:2][CH2:3][CH2:4][CH2:5][C:6]([OH:8])=[O:7])=[O:22])([CH3:19])([CH3:18])[CH3:16].